From a dataset of Forward reaction prediction with 1.9M reactions from USPTO patents (1976-2016). Predict the product of the given reaction. (1) Given the reactants [Br:1][C:2]1[CH:7]=[CH:6][C:5]([S:8](Cl)(=[O:10])=[O:9])=[CH:4][CH:3]=1.[CH3:12][NH:13][CH3:14], predict the reaction product. The product is: [Br:1][C:2]1[CH:7]=[CH:6][C:5]([S:8]([N:13]([CH3:14])[CH3:12])(=[O:10])=[O:9])=[CH:4][CH:3]=1. (2) Given the reactants [N:1]1([C:7]2[CH:16]=[CH:15][C:14]3[C:9](=[CH:10][CH:11]=[C:12]([NH2:17])[CH:13]=3)[N:8]=2)[CH2:6][CH2:5][O:4][CH2:3][CH2:2]1.[Br:18]Br, predict the reaction product. The product is: [Br:18][C:13]1[C:12]([NH2:17])=[CH:11][CH:10]=[C:9]2[C:14]=1[CH:15]=[CH:16][C:7]([N:1]1[CH2:2][CH2:3][O:4][CH2:5][CH2:6]1)=[N:8]2. (3) Given the reactants Br[C:2]1[C:3]([C:16]([CH3:19])([CH3:18])[CH3:17])=[N:4][N:5]([CH3:15])[C:6]=1[NH:7]C(=O)OC(C)(C)C.[N:20]1[CH:25]=[CH:24][CH:23]=[C:22](B(O)O)[CH:21]=1.C([O-])([O-])=O.[Na+].[Na+], predict the reaction product. The product is: [C:16]([C:3]1[C:2]([C:22]2[CH:21]=[N:20][CH:25]=[CH:24][CH:23]=2)=[C:6]([NH2:7])[N:5]([CH3:15])[N:4]=1)([CH3:17])([CH3:18])[CH3:19]. (4) Given the reactants O[C@@H:2]([CH3:20])[C@@H:3]([NH:7][C:8]([O:10][C@@H:11]([CH3:19])[CH2:12][CH2:13][CH2:14][CH2:15][CH2:16][CH2:17][CH3:18])=[O:9])[C:4]([OH:6])=[O:5].CCN(CC)CC.CN(C(ON1N=NC2C=CC=CC1=2)=[N+](C)C)C.[B-](F)(F)(F)F, predict the reaction product. The product is: [CH3:19][C@H:11]([O:10][C:8](=[O:9])[NH:7][C@H:3]1[C:4](=[O:6])[O:5][C@H:2]1[CH3:20])[CH2:12][CH2:13][CH2:14][CH2:15][CH2:16][CH2:17][CH3:18]. (5) Given the reactants [C:1]([NH:5][C:6](=[O:35])[C:7]1[CH:12]=[CH:11][CH:10]=[C:9]([O:13][C:14]2[CH:19]=[CH:18][C:17]([NH:20][C:21]3[C:31]4[CH:30]=[C:29]([CH2:32][OH:33])[CH2:28][CH2:27][NH:26][C:25]=4[N:24]=[CH:23][N:22]=3)=[CH:16][C:15]=2[Cl:34])[CH:8]=1)([CH3:4])([CH3:3])[CH3:2], predict the reaction product. The product is: [C:1]([NH:5][C:6](=[O:35])[C:7]1[CH:12]=[CH:11][CH:10]=[C:9]([O:13][C:14]2[CH:19]=[CH:18][C:17]([NH:20][C:21]3[C:31]4[CH:30]=[C:29]([CH:32]=[O:33])[CH2:28][CH2:27][NH:26][C:25]=4[N:24]=[CH:23][N:22]=3)=[CH:16][C:15]=2[Cl:34])[CH:8]=1)([CH3:4])([CH3:2])[CH3:3]. (6) Given the reactants [C:1]1(/[CH:7]=[CH:8]/[C:9]2[O:10][CH:11]=[C:12]([CH2:14][O:15][C:16]3[CH:21]=[CH:20][C:19]([CH2:22][CH2:23][CH2:24]O)=[CH:18][CH:17]=3)[N:13]=2)[CH:6]=[CH:5][CH:4]=[CH:3][CH:2]=1.C(P(CCCC)CCCC)CCC.[NH:39]1[CH:43]=[N:42][CH:41]=[N:40]1.N(C(OCC)=O)=NC(OCC)=O, predict the reaction product. The product is: [C:1]1(/[CH:7]=[CH:8]/[C:9]2[O:10][CH:11]=[C:12]([CH2:14][O:15][C:16]3[CH:21]=[CH:20][C:19]([CH2:22][CH2:23][CH2:24][N:39]4[CH:43]=[N:42][CH:41]=[N:40]4)=[CH:18][CH:17]=3)[N:13]=2)[CH:6]=[CH:5][CH:4]=[CH:3][CH:2]=1.